From a dataset of Full USPTO retrosynthesis dataset with 1.9M reactions from patents (1976-2016). Predict the reactants needed to synthesize the given product. Given the product [NH:15]1[CH:16]=[CH:17][C:13]([NH:12][C:4]2[N:3]=[C:2]([NH:24][C:21]3[CH:22]=[CH:23][N:18]=[CH:19][CH:20]=3)[C:11]3[C:6]([CH:5]=2)=[CH:7][CH:8]=[CH:9][CH:10]=3)=[N:14]1, predict the reactants needed to synthesize it. The reactants are: Cl[C:2]1[C:11]2[C:6](=[CH:7][CH:8]=[CH:9][CH:10]=2)[CH:5]=[C:4]([NH:12][C:13]2[CH:17]=[CH:16][NH:15][N:14]=2)[N:3]=1.[N:18]1[CH:23]=[CH:22][C:21]([NH2:24])=[CH:20][CH:19]=1.